Dataset: Forward reaction prediction with 1.9M reactions from USPTO patents (1976-2016). Task: Predict the product of the given reaction. (1) Given the reactants [H-].[Na+].[CH2:3]([O:10][C:11](=[O:24])[CH2:12][O:13][C:14]1[CH:22]=[CH:21][CH:20]=[C:19]2[C:15]=1[CH:16]=[C:17]([CH3:23])[NH:18]2)[C:4]1[CH:9]=[CH:8][CH:7]=[CH:6][CH:5]=1.[Br:25][CH:26](Br)[CH2:27][CH2:28][CH2:29][CH2:30][CH2:31][CH2:32][CH2:33][CH2:34][CH2:35][CH2:36][CH3:37], predict the reaction product. The product is: [CH2:3]([O:10][C:11](=[O:24])[CH2:12][O:13][C:14]1[CH:22]=[CH:21][CH:20]=[C:19]2[C:15]=1[CH:16]=[C:17]([CH3:23])[N:18]2[CH2:37][CH2:36][CH2:35][CH2:34][CH2:33][CH2:32][CH2:31][CH2:30][CH2:29][CH2:28][CH2:27][CH2:26][Br:25])[C:4]1[CH:9]=[CH:8][CH:7]=[CH:6][CH:5]=1. (2) Given the reactants [NH2:1][C:2]1[CH:3]=[CH:4][C:5]([N:11]2[CH2:16][CH2:15][N:14]([C:17](=[O:19])[CH3:18])[CH2:13][CH2:12]2)=[N:6][C:7]=1[O:8][CH2:9][CH3:10].[CH3:20][C:21]1([CH3:34])[NH:26][C:25](=[O:27])[C:24]2[C:28]([C:31]([OH:33])=O)=[CH:29][O:30][C:23]=2[CH2:22]1.[O:35]=[C:36]1C2C(C(O)=O)=COC=2CCN1, predict the reaction product. The product is: [C:17]([N:14]1[CH2:13][CH2:12][N:11]([C:5]2[N:6]=[C:7]([O:8][CH2:9][CH2:10][O:35][CH3:36])[C:2]([NH:1][C:31]([C:28]3[C:24]4[C:25](=[O:27])[NH:26][C:21]([CH3:20])([CH3:34])[CH2:22][C:23]=4[O:30][CH:29]=3)=[O:33])=[CH:3][CH:4]=2)[CH2:16][CH2:15]1)(=[O:19])[CH3:18].